From a dataset of Forward reaction prediction with 1.9M reactions from USPTO patents (1976-2016). Predict the product of the given reaction. (1) Given the reactants [Cl:1][C:2]1[CH:7]=[C:6]([O:8][CH2:9][CH2:10][CH2:11][CH2:12][OH:13])[C:5]([S:14]([N:17]2[C:26]3[C:21](=[CH:22][CH:23]=[CH:24][CH:25]=3)[C:20]([CH3:28])([CH3:27])[CH2:19][CH2:18]2)(=[O:16])=[O:15])=[CH:4][C:3]=1[C:29]1[C:34]([C:35]#[N:36])=[CH:33][C:32]([C:37]([F:40])([F:39])[F:38])=[N:31][CH:30]=1.C(#N)C.[OH2:44].CO, predict the reaction product. The product is: [Cl:1][C:2]1[C:3]([C:29]2[CH:30]=[N:31][C:32]([C:37]([F:39])([F:38])[F:40])=[CH:33][C:34]=2[C:35]#[N:36])=[CH:4][C:5]([S:14]([N:17]2[C:26]3[C:21](=[CH:22][CH:23]=[CH:24][CH:25]=3)[C:20]([CH3:28])([CH3:27])[CH2:19][CH2:18]2)(=[O:15])=[O:16])=[C:6]([CH:7]=1)[O:8][CH2:9][CH2:10][CH2:11][C:12]([OH:44])=[O:13]. (2) Given the reactants [CH3:1][C:2]1[CH:7]=[CH:6][C:5]([S:8]([NH:11][C:12]2[CH:13]=[CH:14][CH:15]=[C:16]3[C:21]=2[N:20]=[CH:19][C:18]([CH3:22])=[CH:17]3)(=[O:10])=[O:9])=[C:4]([N+:23]([O-])=O)[CH:3]=1.O.NN, predict the reaction product. The product is: [NH2:23][C:4]1[CH:3]=[C:2]([CH3:1])[CH:7]=[CH:6][C:5]=1[S:8]([NH:11][C:12]1[CH:13]=[CH:14][CH:15]=[C:16]2[C:21]=1[N:20]=[CH:19][C:18]([CH3:22])=[CH:17]2)(=[O:10])=[O:9]. (3) Given the reactants [CH:1]1([C:12]([O:14]CC)=[O:13])[CH2:6][CH2:5][CH2:4][CH2:3][CH:2]1[C:7]([O:9][CH2:10][CH3:11])=[O:8].[OH-].[Na+], predict the reaction product. The product is: [CH2:10]([O:9][C:7]([CH:2]1[CH2:3][CH2:4][CH2:5][CH2:6][CH:1]1[C:12]([OH:14])=[O:13])=[O:8])[CH3:11]. (4) Given the reactants [NH2:1][C:2]1[CH:3]=[CH:4][C:5]([O:12][CH2:13][C:14]2[CH:19]=[CH:18][C:17]([CH:20]([CH3:22])[CH3:21])=[CH:16][CH:15]=2)=[C:6]([C:8](=[O:11])[CH2:9][CH3:10])[CH:7]=1.[CH3:23][O:24][C:25]1[CH:26]=[C:27]([N:33]=[C:34]=[O:35])[CH:28]=[CH:29][C:30]=1[O:31][CH3:32], predict the reaction product. The product is: [CH3:23][O:24][C:25]1[CH:26]=[C:27]([NH:33][C:34]([NH:1][C:2]2[CH:3]=[CH:4][C:5]([O:12][CH2:13][C:14]3[CH:15]=[CH:16][C:17]([CH:20]([CH3:21])[CH3:22])=[CH:18][CH:19]=3)=[C:6]([C:8](=[O:11])[CH2:9][CH3:10])[CH:7]=2)=[O:35])[CH:28]=[CH:29][C:30]=1[O:31][CH3:32]. (5) Given the reactants [CH3:1][O:2][C:3]1[CH:4]=[C:5]([CH:8]=[CH:9][C:10]=1[N:11]1[CH:15]=[C:14]([CH3:16])[N:13]=[CH:12]1)[CH:6]=O.Cl.[NH2:18]O.O.[H][H], predict the reaction product. The product is: [CH3:1][O:2][C:3]1[CH:4]=[C:5]([CH:8]=[CH:9][C:10]=1[N:11]1[CH:15]=[C:14]([CH3:16])[N:13]=[CH:12]1)[CH2:6][NH2:18].